The task is: Predict the reaction yield, written as a fraction of the theoretical maximum amount of product (1.0 means a 100% yield; for example, 0.34 means a 34% yield).. This data is from Reaction yield outcomes from USPTO patents with 853,638 reactions. (1) The reactants are [CH3:1][O:2][C:3](=[O:29])[C:4]([NH:18]C(OCC1C=CC=CC=1)=O)=[CH:5][C:6]1[CH:7]=[C:8]2[C:12](=[C:13]([CH:15]([CH3:17])[CH3:16])[CH:14]=1)[NH:11][N:10]=[CH:9]2. The catalyst is CO.[Pd]. The product is [CH3:1][O:2][C:3](=[O:29])[CH:4]([NH2:18])[CH2:5][C:6]1[CH:7]=[C:8]2[C:12](=[C:13]([CH:15]([CH3:16])[CH3:17])[CH:14]=1)[NH:11][N:10]=[CH:9]2. The yield is 0.900. (2) The reactants are [C:1](Cl)(=[O:6])[CH2:2][CH2:3][CH2:4][CH3:5].O[NH:9][C:10]([C:12]1[N:13]=[N:14][C:15]([N:18]2[CH2:23][CH2:22][N:21]([C:24](=[O:35])[C:25]3[CH:30]=[CH:29][CH:28]=[CH:27][C:26]=3[C:31]([F:34])([F:33])[F:32])[CH2:20][CH2:19]2)=[CH:16][CH:17]=1)=[NH:11]. No catalyst specified. The product is [CH2:2]([C:1]1[O:6][N:11]=[C:10]([C:12]2[N:13]=[N:14][C:15]([N:18]3[CH2:19][CH2:20][N:21]([C:24]([C:25]4[CH:30]=[CH:29][CH:28]=[CH:27][C:26]=4[C:31]([F:34])([F:33])[F:32])=[O:35])[CH2:22][CH2:23]3)=[CH:16][CH:17]=2)[N:9]=1)[CH2:3][CH2:4][CH3:5]. The yield is 0.480. (3) The reactants are [OH:1][CH2:2][C:3]1[CH:4]=[C:5]([NH:11][C:12](=[O:18])[O:13][C:14]([CH3:17])([CH3:16])[CH3:15])[CH:6]=[C:7]([O:9][CH3:10])[CH:8]=1. The catalyst is C(OCC)(=O)C.[O-2].[O-2].[Mn+4]. The product is [CH:2]([C:3]1[CH:4]=[C:5]([NH:11][C:12](=[O:18])[O:13][C:14]([CH3:16])([CH3:15])[CH3:17])[CH:6]=[C:7]([O:9][CH3:10])[CH:8]=1)=[O:1]. The yield is 0.950.